Task: Predict the reaction yield, written as a fraction of the theoretical maximum amount of product (1.0 means a 100% yield; for example, 0.34 means a 34% yield).. Dataset: Reaction yield outcomes from USPTO patents with 853,638 reactions (1) The reactants are [F:1][C:2]1[CH:7]=[CH:6][CH:5]=[CH:4][C:3]=1[C:8]1[NH:9][C:10]2[N:11]([N:15]=[CH:16][N:17]=2)[C:12](=O)[CH:13]=1.P(Cl)(Cl)([Cl:20])=O. No catalyst specified. The product is [Cl:20][C:12]1[N:11]2[N:15]=[CH:16][N:17]=[C:10]2[N:9]=[C:8]([C:3]2[CH:4]=[CH:5][CH:6]=[CH:7][C:2]=2[F:1])[CH:13]=1. The yield is 0.460. (2) The reactants are O[C:2]1[C:3](O)=[CH:4][C:5]2[CH2:6][C@H:7]3[C:31](=[O:32])[N:30]([CH3:33])[CH2:29][C:28](=[O:34])[N:8]3[C@H:9]([C:12]3[C:20]4[C:15](=[CH:16][CH:17]=[CH:18][CH:19]=4)[N:14](C(OC(C)(C)C)=O)[CH:13]=3)[C:10]=2[CH:11]=1.[C:36]([O-])([O-:38])=[O:37].[Cs+].[Cs+].CN(C=O)C.BrCCl. The catalyst is CCOC(C)=O. The product is [NH:14]1[C:15]2[C:20](=[CH:19][CH:18]=[CH:17][CH:16]=2)[C:12]([C@H:9]2[N:8]3[C@H:7]([C:31](=[O:32])[N:30]([CH3:33])[CH2:29][C:28]3=[O:34])[CH2:6][C:5]3[CH:4]=[C:3]4[O:37][CH2:36][O:38][C:2]4=[CH:11][C:10]2=3)=[CH:13]1. The yield is 0.310. (3) The reactants are [Cl:1][C:2]1[CH:3]=[C:4]2[C:8](=[CH:9][CH:10]=1)[N:7](C(OC(C)(C)C)=O)[C:6]([S:18]([CH2:21][CH2:22][C:23]([N:25]1[CH2:30][CH2:29][CH:28]([C:31]3[N:32]=[C:33]([CH3:36])[NH:34][CH:35]=3)[CH2:27][CH2:26]1)=[O:24])(=[O:20])=[O:19])=[CH:5]2. The catalyst is Cl. The product is [ClH:1].[Cl:1][C:2]1[CH:3]=[C:4]2[C:8](=[CH:9][CH:10]=1)[NH:7][C:6]([S:18]([CH2:21][CH2:22][C:23]([N:25]1[CH2:26][CH2:27][CH:28]([C:31]3[N:32]=[C:33]([CH3:36])[NH:34][CH:35]=3)[CH2:29][CH2:30]1)=[O:24])(=[O:20])=[O:19])=[CH:5]2. The yield is 0.870. (4) The reactants are [F:1][C:2]1[CH:7]=[CH:6][CH:5]=[C:4]([F:8])[C:3]=1[N:9]1[C:14]2[N:15]=[C:16]([S:29][CH3:30])[N:17]=[C:18]([C:19]3[CH:20]=[C:21]([CH:25]=[CH:26][C:27]=3[CH3:28])[C:22]([OH:24])=O)[C:13]=2[CH:12]=[CH:11][C:10]1=[O:31].CCN(C(C)C)C(C)C.CN(C(ON1N=NC2C=CC=NC1=2)=[N+](C)C)C.F[P-](F)(F)(F)(F)F.[NH2:65][C:66]1[S:67][CH:68]=[CH:69][N:70]=1. The catalyst is CN(C=O)C.O. The product is [F:8][C:4]1[CH:5]=[CH:6][CH:7]=[C:2]([F:1])[C:3]=1[N:9]1[C:14]2[N:15]=[C:16]([S:29][CH3:30])[N:17]=[C:18]([C:19]3[CH:20]=[C:21]([CH:25]=[CH:26][C:27]=3[CH3:28])[C:22]([NH:65][C:66]3[S:67][CH:68]=[CH:69][N:70]=3)=[O:24])[C:13]=2[CH:12]=[CH:11][C:10]1=[O:31]. The yield is 0.810.